This data is from Forward reaction prediction with 1.9M reactions from USPTO patents (1976-2016). The task is: Predict the product of the given reaction. (1) Given the reactants C(NC(C)C)(C)C.[Li].[Cl:9][CH:10]1[CH2:19][CH2:18][C:17]2[C:12](=[CH:13][CH:14]=[C:15]([O:20][CH3:21])[CH:16]=2)[C:11]1=[O:22].[NH4+].[Cl-].[CH3:25][CH2:26][O:27][C:28]([CH3:30])=[O:29], predict the reaction product. The product is: [CH2:26]([O:27][C:28](=[O:29])[CH2:30][C:11]1([OH:22])[C:12]2[C:17](=[CH:16][C:15]([O:20][CH3:21])=[CH:14][CH:13]=2)[CH2:18][CH2:19][CH:10]1[Cl:9])[CH3:25]. (2) Given the reactants [NH:1]1[CH:5]=[N:4][C:3]([C:6]2[CH:11]=[C:10]([C:12]([F:15])([F:14])[F:13])[N:9]=[C:8]([C:16]([F:19])([F:18])[F:17])[CH:7]=2)=[N:2]1.[F:20][C:21]1([F:30])[CH2:24][N:23]([C:25](=[O:29])/[CH:26]=[CH:27]\I)[CH2:22]1.C1N2CCN(CC2)C1.CO.ClCCl, predict the reaction product. The product is: [F:18][C:16]([F:19])([F:17])[C:8]1[CH:7]=[C:6]([C:3]2[N:4]=[CH:5][N:1](/[CH:27]=[CH:26]\[C:25]([N:23]3[CH2:24][C:21]([F:30])([F:20])[CH2:22]3)=[O:29])[N:2]=2)[CH:11]=[C:10]([C:12]([F:13])([F:14])[F:15])[N:9]=1. (3) Given the reactants Cl.[CH3:2][N:3]1[CH2:27][CH2:26][C@:5]2([N:9]=[C:8]([C:10]3[N:15]=[C:14]([C:16]4[CH:21]=[CH:20][C:19]([C:22]([F:25])([F:24])[F:23])=[CH:18][CH:17]=4)[CH:13]=[CH:12][N:11]=3)[CH2:7][CH2:6]2)[C:4]1=[O:28].C(O[BH-](OC(=O)C)OC(=O)C)(=O)C.[Na+], predict the reaction product. The product is: [CH3:2][N:3]1[CH2:27][CH2:26][C@:5]2([NH:9][C@@H:8]([C:10]3[N:15]=[C:14]([C:16]4[CH:17]=[CH:18][C:19]([C:22]([F:25])([F:24])[F:23])=[CH:20][CH:21]=4)[CH:13]=[CH:12][N:11]=3)[CH2:7][CH2:6]2)[C:4]1=[O:28]. (4) The product is: [CH:1]1[CH:6]=[CH:5][C:4]([C@@H:7]2[N:16]([C:17]([O:19][C@@H:20]3[CH:25]4[CH2:24][CH2:23][N:22]([CH2:27][CH2:26]4)[CH2:21]3)=[O:18])[CH2:15][CH2:14][C:13]3[CH:12]=[CH:11][CH:10]=[CH:9][C:8]2=3)=[CH:3][CH:2]=1.[CH2:36]([C:35]([OH:42])=[O:41])[CH2:37][C:38]([OH:40])=[O:39]. Given the reactants [CH:1]1[CH:2]=[CH:3][C:4]([C@@H:7]2[N:16]([C:17]([O:19][C@@H:20]3[CH:25]4[CH2:26][CH2:27][N:22]([CH2:23][CH2:24]4)[CH2:21]3)=[O:18])[CH2:15][CH2:14][C:13]3[CH:12]=[CH:11][CH:10]=[CH:9][C:8]2=3)=[CH:5][CH:6]=1.CC(CC(C)=O)C.[C:35]([OH:42])(=[O:41])[CH2:36][CH2:37][C:38]([OH:40])=[O:39], predict the reaction product. (5) Given the reactants Cl[C:2]1[NH:7][C:6](=[O:8])[N:5]([CH:9]([CH3:11])[CH3:10])[C:4](=[O:12])[CH:3]=1.[CH3:13][C@H:14]([NH2:21])[C:15]1[CH:20]=[CH:19][CH:18]=[CH:17][CH:16]=1.CCCCCC, predict the reaction product. The product is: [CH:9]([N:5]1[C:4](=[O:12])[CH:3]=[C:2]([NH:21][C@H:14]([C:15]2[CH:20]=[CH:19][CH:18]=[CH:17][CH:16]=2)[CH3:13])[NH:7][C:6]1=[O:8])([CH3:11])[CH3:10].